Dataset: Catalyst prediction with 721,799 reactions and 888 catalyst types from USPTO. Task: Predict which catalyst facilitates the given reaction. (1) Reactant: [Cl:1][C:2]1[C:3]([C:9]2[N:14]=[C:13]([N:15]([CH3:23])[CH2:16][CH:17]3[CH2:22][CH2:21][O:20][CH2:19][CH2:18]3)[CH:12]=[N:11][CH:10]=2)=[CH:4][C:5](F)=[N:6][CH:7]=1.[NH2:24][C@H:25]1[CH2:30][CH2:29][C@H:28]([CH2:31][NH:32]C(=O)OC(C)(C)C)[CH2:27][CH2:26]1.Cl. Product: [NH2:32][CH2:31][C@H:28]1[CH2:29][CH2:30][C@H:25]([NH:24][C:5]2[CH:4]=[C:3]([C:9]3[N:14]=[C:13]([N:15]([CH3:23])[CH2:16][CH:17]4[CH2:22][CH2:21][O:20][CH2:19][CH2:18]4)[CH:12]=[N:11][CH:10]=3)[C:2]([Cl:1])=[CH:7][N:6]=2)[CH2:26][CH2:27]1. The catalyst class is: 16. (2) Reactant: [CH3:1][Si:2]([CH3:9])([CH3:8])[C:3]#[C:4][CH2:5][CH2:6][OH:7].[CH3:10][C:11]1[CH:16]=[CH:15][C:14]([S:17](Cl)(=[O:19])=[O:18])=[CH:13][CH:12]=1.N1C=CC=CC=1. Product: [CH3:10][C:11]1[CH:16]=[CH:15][C:14]([S:17]([O:7][CH2:6][CH2:5][C:4]#[C:3][Si:2]([CH3:9])([CH3:8])[CH3:1])(=[O:19])=[O:18])=[CH:13][CH:12]=1. The catalyst class is: 4. (3) Reactant: Cl[CH2:2][C:3]1[O:4][C:5]([C:8]([CH3:11])([CH3:10])[CH3:9])=[CH:6][N:7]=1.[CH2:12]([O:14][P:15]([O:19]CC)[O:16][CH2:17][CH3:18])[CH3:13]. Product: [CH2:12]([O:14][P:15]([CH2:2][C:3]1[O:4][C:5]([C:8]([CH3:11])([CH3:10])[CH3:9])=[CH:6][N:7]=1)(=[O:19])[O:16][CH2:17][CH3:18])[CH3:13]. The catalyst class is: 11. (4) Reactant: [NH2:1][C:2]1[N:7]=[CH:6][C:5]([C:8]2[CH:9]=[C:10]([NH2:19])[C:11]([NH:14][C:15]([CH3:18])([CH3:17])[CH3:16])=[CH:12][CH:13]=2)=[CH:4][N:3]=1.[Cl:20][C:21]1[CH:22]=[CH:23][C:24]([C:29]2[O:33][N:32]=[C:31]([CH3:34])[N:30]=2)=[C:25]([CH:28]=1)[CH:26]=O.OOS([O-])=O.[K+]. Product: [C:15]([N:14]1[C:11]2[CH:12]=[CH:13][C:8]([C:5]3[CH:4]=[N:3][C:2]([NH2:1])=[N:7][CH:6]=3)=[CH:9][C:10]=2[N:19]=[C:26]1[C:25]1[CH:28]=[C:21]([Cl:20])[CH:22]=[CH:23][C:24]=1[C:29]1[O:33][N:32]=[C:31]([CH3:34])[N:30]=1)([CH3:16])([CH3:18])[CH3:17]. The catalyst class is: 18. (5) Reactant: [NH2:1][C:2]1[CH:7]=[C:6]([Br:8])[N:5]=[C:4]([C:9]([O:11][CH3:12])=[O:10])[C:3]=1[O:13][CH3:14].S(Cl)([Cl:18])(=O)=O.C(=O)(O)[O-].[Na+]. Product: [NH2:1][C:2]1[C:7]([Cl:18])=[C:6]([Br:8])[N:5]=[C:4]([C:9]([O:11][CH3:12])=[O:10])[C:3]=1[O:13][CH3:14]. The catalyst class is: 10. (6) Reactant: [Br:1][C:2]1[CH:19]=[CH:18][C:5]([O:6][CH2:7][C:8]2[CH:17]=[CH:16][C:11]([C:12]([O:14][CH3:15])=[O:13])=[CH:10][CH:9]=2)=[C:4]([CH:20]([OH:36])[CH2:21][N:22]2[CH2:27][CH2:26][CH:25]([NH:28][C:29]([O:31]C(C)(C)C)=[O:30])[CH2:24][CH2:23]2)[CH:3]=1.C(O)(C(F)(F)F)=O.[CH2:44](OC(Cl)=O)[C:45]1[CH:50]=[CH:49][CH:48]=[CH:47][CH:46]=1.CCN(CC)CC. The catalyst class is: 2. Product: [Br:1][C:2]1[CH:19]=[CH:18][C:5]([O:6][CH2:7][C:8]2[CH:17]=[CH:16][C:11]([C:12]([O:14][CH3:15])=[O:13])=[CH:10][CH:9]=2)=[C:4]([CH:20]([OH:36])[CH2:21][N:22]2[CH2:27][CH2:26][CH:25]([NH:28][C:29]([O:31][CH2:44][C:45]3[CH:50]=[CH:49][CH:48]=[CH:47][CH:46]=3)=[O:30])[CH2:24][CH2:23]2)[CH:3]=1. (7) Reactant: [H-].[Na+].[Cl:3][C:4]1[CH:14]=[CH:13][C:7]([O:8][CH2:9][C:10]([OH:12])=[O:11])=[C:6]([NH:15][C:16]2[CH:21]=[CH:20][C:19]([S:22]([CH3:25])(=[O:24])=[O:23])=[CH:18][C:17]=2[Cl:26])[CH:5]=1.[CH3:27]I.[OH-].[Na+].Cl. Product: [Cl:3][C:4]1[CH:14]=[CH:13][C:7]([O:8][CH2:9][C:10]([OH:12])=[O:11])=[C:6]([N:15]([C:16]2[CH:21]=[CH:20][C:19]([S:22]([CH3:25])(=[O:23])=[O:24])=[CH:18][C:17]=2[Cl:26])[CH3:27])[CH:5]=1. The catalyst class is: 121. (8) Reactant: [C:1]([CH:5]1[CH2:10][CH2:9][CH:8]([O:11][C:12]2[CH:13]=[C:14]3[C:19](=[CH:20][CH:21]=2)[CH:18]=[C:17]([CH:22]=O)[CH:16]=[CH:15]3)[CH2:7][CH2:6]1)([CH3:4])([CH3:3])[CH3:2].[NH2:24][C:25]12[CH2:32][CH2:31][C:28]([C:33]([O:35][CH3:36])=[O:34])([CH2:29][CH2:30]1)[CH2:27][CH2:26]2.C(O)C.C([BH3-])#N.[Na+]. Product: [CH3:36][O:35][C:33]([C:28]12[CH2:27][CH2:26][C:25]([NH:24][CH2:22][C:17]3[CH:16]=[CH:15][C:14]4[C:19](=[CH:20][CH:21]=[C:12]([O:11][C@H:8]5[CH2:9][CH2:10][C@H:5]([C:1]([CH3:4])([CH3:3])[CH3:2])[CH2:6][CH2:7]5)[CH:13]=4)[CH:18]=3)([CH2:32][CH2:31]1)[CH2:30][CH2:29]2)=[O:34]. The catalyst class is: 100.